This data is from Full USPTO retrosynthesis dataset with 1.9M reactions from patents (1976-2016). The task is: Predict the reactants needed to synthesize the given product. (1) Given the product [CH2:1]([O:3][P:4](/[CH:9]=[CH:10]/[C:11]1[CH:20]=[CH:19][C:18]2[C:13](=[C:14]([C:22]3[C:31]4[C:26](=[CH:27][CH:28]=[CH:29][CH:30]=4)[CH:25]=[CH:24][CH:23]=3)[CH:15]=[C:16]([N:21]([S:39]([CH3:38])(=[O:41])=[O:40])[S:39]([CH3:38])(=[O:41])=[O:40])[CH:17]=2)[N:12]=1)(=[O:8])[O:5][CH2:6][CH3:7])[CH3:2], predict the reactants needed to synthesize it. The reactants are: [CH2:1]([O:3][P:4](/[CH:9]=[CH:10]/[C:11]1[CH:20]=[CH:19][C:18]2[C:13](=[C:14]([C:22]3[C:31]4[C:26](=[CH:27][CH:28]=[CH:29][CH:30]=4)[CH:25]=[CH:24][CH:23]=3)[CH:15]=[C:16]([NH2:21])[CH:17]=2)[N:12]=1)(=[O:8])[O:5][CH2:6][CH3:7])[CH3:2].N1C=CC=CC=1.[CH3:38][S:39](O[S:39]([CH3:38])(=[O:41])=[O:40])(=[O:41])=[O:40].C(Cl)Cl.CC(C)=O. (2) Given the product [Cl:11][C:12]1[CH:13]=[CH:14][C:15]([S:18]([C:21]2[C:22]([CH2:27][CH2:28][C:29]([OH:31])=[O:30])=[C:23]([CH:9]=[O:10])[NH:24][C:25]=2[CH3:26])(=[O:19])=[O:20])=[CH:16][CH:17]=1, predict the reactants needed to synthesize it. The reactants are: P(Cl)(Cl)(Cl)=O.CN([CH:9]=[O:10])C.[Cl:11][C:12]1[CH:17]=[CH:16][C:15]([S:18]([C:21]2[C:22]([CH2:27][CH2:28][C:29]([OH:31])=[O:30])=[CH:23][NH:24][C:25]=2[CH3:26])(=[O:20])=[O:19])=[CH:14][CH:13]=1.Cl. (3) Given the product [C:8]([C:10]1[CH:11]=[C:12]2[C:16](=[CH:17][CH:18]=1)[NH:15][C:14](=[O:19])[C@@:13]2([NH:29][C:30]([N:32]1[CH2:35][C:34]2([CH2:36][N:37]([CH:53]3[CH2:54][CH2:63][N:64]([C:3]([O:5][C:49]([CH3:52])([CH3:51])[CH3:50])=[O:4])[CH2:59][CH2:58]3)[CH2:38]2)[CH2:33]1)=[O:31])[C:20]1[C:21]([O:26][CH2:27][CH3:28])=[N:22][CH:23]=[CH:24][CH:25]=1)#[N:9], predict the reactants needed to synthesize it. The reactants are: FC(F)(F)[C:3]([OH:5])=[O:4].[C:8]([C:10]1[CH:11]=[C:12]2[C:16](=[CH:17][CH:18]=1)[NH:15][C:14](=[O:19])[C@@:13]2([NH:29][C:30]([N:32]1[CH2:35][C:34]2([CH2:38][NH:37][CH2:36]2)[CH2:33]1)=[O:31])[C:20]1[C:21]([O:26][CH2:27][CH3:28])=[N:22][CH:23]=[CH:24][CH:25]=1)#[N:9].O=C1CCN(C(O[C:49]([CH3:52])([CH3:51])[CH3:50])=O)CC1.[C:53]([O-])(=O)[CH3:54].[Na+].[C:58](O)(=O)[CH3:59].[B-][C:63]#[N:64].[Na+].C([O-])([O-])=O.[K+].[K+]. (4) Given the product [NH2:19][C:15]1[C:14]2[N:20]=[C:11]([S:10][C:3]3[CH:4]=[C:5]([O:8][CH3:9])[CH:6]=[CH:7][C:2]=3[I:1])[N:12]([CH2:22][CH2:23][CH2:24][C:25]#[N:26])[C:13]=2[CH:18]=[CH:17][N:16]=1, predict the reactants needed to synthesize it. The reactants are: [I:1][C:2]1[CH:7]=[CH:6][C:5]([O:8][CH3:9])=[CH:4][C:3]=1[S:10][C:11]1[NH:12][C:13]2[CH:18]=[CH:17][N:16]=[C:15]([NH2:19])[C:14]=2[N:20]=1.Br[CH2:22][CH2:23][CH2:24][C:25]#[N:26].C([O-])([O-])=O.[Cs+].[Cs+]. (5) Given the product [O:15]1[CH2:16][CH2:17][N:12]([C:4]2[C:5]3[O:11][CH2:10][CH2:9][O:8][C:6]=3[N:7]=[C:2]([C:26]3[CH:27]=[N:28][C:29]([NH2:32])=[N:30][CH:31]=3)[N:3]=2)[CH2:13][CH2:14]1, predict the reactants needed to synthesize it. The reactants are: Cl[C:2]1[N:3]=[C:4]([N:12]2[CH2:17][CH2:16][O:15][CH2:14][CH2:13]2)[C:5]2[O:11][CH2:10][CH2:9][O:8][C:6]=2[N:7]=1.CC1(C)C(C)(C)OB([C:26]2[CH:27]=[N:28][C:29]([NH2:32])=[N:30][CH:31]=2)O1.C(Cl)Cl.C(=O)([O-])[O-].[Cs+].[Cs+]. (6) Given the product [CH3:18][C:2]([NH:19][C:22](=[O:23])[O:24][C:25]([CH3:28])([CH3:27])[CH3:26])([CH3:1])[CH2:3][NH:4][C:5]1[C:14]2[C:9](=[CH:10][CH:11]=[CH:12][CH:13]=2)[N:8]=[CH:7][C:6]=1[N+:15]([O-:17])=[O:16], predict the reactants needed to synthesize it. The reactants are: [CH3:1][C:2]([NH2:19])([CH3:18])[CH2:3][NH:4][C:5]1[C:14]2[C:9](=[CH:10][CH:11]=[CH:12][CH:13]=2)[N:8]=[CH:7][C:6]=1[N+:15]([O-:17])=[O:16].[OH-].[Na+].[C:22](O[C:22]([O:24][C:25]([CH3:28])([CH3:27])[CH3:26])=[O:23])([O:24][C:25]([CH3:28])([CH3:27])[CH3:26])=[O:23].C(OCC)(=O)C.